Dataset: NCI-60 drug combinations with 297,098 pairs across 59 cell lines. Task: Regression. Given two drug SMILES strings and cell line genomic features, predict the synergy score measuring deviation from expected non-interaction effect. (1) Drug 1: CC1C(C(CC(O1)OC2CC(CC3=C2C(=C4C(=C3O)C(=O)C5=C(C4=O)C(=CC=C5)OC)O)(C(=O)C)O)N)O.Cl. Drug 2: CNC(=O)C1=NC=CC(=C1)OC2=CC=C(C=C2)NC(=O)NC3=CC(=C(C=C3)Cl)C(F)(F)F. Cell line: SN12C. Synergy scores: CSS=40.7, Synergy_ZIP=-3.72, Synergy_Bliss=3.60, Synergy_Loewe=-8.86, Synergy_HSA=4.38. (2) Drug 1: CS(=O)(=O)C1=CC(=C(C=C1)C(=O)NC2=CC(=C(C=C2)Cl)C3=CC=CC=N3)Cl. Drug 2: C1=NC2=C(N=C(N=C2N1C3C(C(C(O3)CO)O)O)F)N. Cell line: UO-31. Synergy scores: CSS=54.0, Synergy_ZIP=10.0, Synergy_Bliss=12.3, Synergy_Loewe=11.6, Synergy_HSA=12.0. (3) Drug 1: C1=CC(=CC=C1CCC2=CNC3=C2C(=O)NC(=N3)N)C(=O)NC(CCC(=O)O)C(=O)O. Drug 2: CN(CC1=CN=C2C(=N1)C(=NC(=N2)N)N)C3=CC=C(C=C3)C(=O)NC(CCC(=O)O)C(=O)O. Cell line: SK-OV-3. Synergy scores: CSS=44.1, Synergy_ZIP=-5.29, Synergy_Bliss=-7.18, Synergy_Loewe=-2.61, Synergy_HSA=-1.73. (4) Drug 1: CCCS(=O)(=O)NC1=C(C(=C(C=C1)F)C(=O)C2=CNC3=C2C=C(C=N3)C4=CC=C(C=C4)Cl)F. Drug 2: CN1C(=O)N2C=NC(=C2N=N1)C(=O)N. Cell line: IGROV1. Synergy scores: CSS=-0.837, Synergy_ZIP=-0.209, Synergy_Bliss=1.51, Synergy_Loewe=-4.15, Synergy_HSA=-0.842. (5) Drug 2: COCCOC1=C(C=C2C(=C1)C(=NC=N2)NC3=CC=CC(=C3)C#C)OCCOC.Cl. Cell line: HL-60(TB). Drug 1: C1=C(C(=O)NC(=O)N1)F. Synergy scores: CSS=28.2, Synergy_ZIP=-24.6, Synergy_Bliss=-33.8, Synergy_Loewe=-33.9, Synergy_HSA=-32.8. (6) Drug 1: CCC1=CC2CC(C3=C(CN(C2)C1)C4=CC=CC=C4N3)(C5=C(C=C6C(=C5)C78CCN9C7C(C=CC9)(C(C(C8N6C)(C(=O)OC)O)OC(=O)C)CC)OC)C(=O)OC.C(C(C(=O)O)O)(C(=O)O)O. Drug 2: C1C(C(OC1N2C=C(C(=O)NC2=O)F)CO)O. Cell line: CAKI-1. Synergy scores: CSS=26.0, Synergy_ZIP=-8.45, Synergy_Bliss=-6.11, Synergy_Loewe=-2.95, Synergy_HSA=-1.65. (7) Drug 1: CC1CCC2CC(C(=CC=CC=CC(CC(C(=O)C(C(C(=CC(C(=O)CC(OC(=O)C3CCCCN3C(=O)C(=O)C1(O2)O)C(C)CC4CCC(C(C4)OC)OCCO)C)C)O)OC)C)C)C)OC. Drug 2: C(CN)CNCCSP(=O)(O)O. Cell line: HOP-92. Synergy scores: CSS=11.5, Synergy_ZIP=0.624, Synergy_Bliss=6.10, Synergy_Loewe=0.941, Synergy_HSA=2.56.